Predict the product of the given reaction. From a dataset of Forward reaction prediction with 1.9M reactions from USPTO patents (1976-2016). Given the reactants [NH2:1][C:2]1[N:6]([C:7]2[CH:12]=[CH:11][CH:10]=[CH:9][CH:8]=2)[NH:5][C:4](=[O:13])[C:3]=1[CH3:14].C(N(C(C)C)C(C)C)C.N1([C:29](N2C=CN=C2)=[O:30])C=CN=C1, predict the reaction product. The product is: [N:1]([C:2]1[N:6]([C:7]2[CH:12]=[CH:11][CH:10]=[CH:9][CH:8]=2)[NH:5][C:4](=[O:13])[C:3]=1[CH3:14])=[C:29]=[O:30].